Dataset: Full USPTO retrosynthesis dataset with 1.9M reactions from patents (1976-2016). Task: Predict the reactants needed to synthesize the given product. (1) Given the product [Cl:1][C:2]1[CH:7]=[CH:6][C:5]([C:8]2[C:12]([CH3:13])=[C:11]([C:14]([F:15])([F:16])[F:17])[N:10]([CH2:39][CH2:38][O:37][C:36]3[CH:41]=[CH:42][C:33]([F:32])=[CH:34][CH:35]=3)[C:9]=2[C:18]([N:20]2[CH2:21][CH2:22][O:23][CH2:24][CH2:25]2)=[O:19])=[CH:4][CH:3]=1, predict the reactants needed to synthesize it. The reactants are: [Cl:1][C:2]1[CH:7]=[CH:6][C:5]([C:8]2[C:12]([CH3:13])=[C:11]([C:14]([F:17])([F:16])[F:15])[NH:10][C:9]=2[C:18]([N:20]2[CH2:25][CH2:24][O:23][CH2:22][CH2:21]2)=[O:19])=[CH:4][CH:3]=1.C([O-])([O-])=O.[K+].[K+].[F:32][C:33]1[CH:42]=[CH:41][C:36]([O:37][CH2:38][CH2:39]Br)=[CH:35][CH:34]=1. (2) Given the product [CH3:1][C:2]1[CH:7]=[CH:6][N:5]=[C:4]([NH:8][C:9]2[CH:10]=[CH:11][CH:12]=[C:13]([C:15]3[O:19][C:18]([C:20]4[CH:33]=[N:34][CH:29]=[CH:22][CH:21]=4)=[N:17][CH:16]=3)[N:14]=2)[CH:3]=1, predict the reactants needed to synthesize it. The reactants are: [CH3:1][C:2]1[CH:7]=[CH:6][N:5]=[C:4]([NH:8][C:9]2[N:14]=[C:13]([C:15]3[O:19][C:18]([CH:20]=[CH:21][C:22]4[CH:29]=CC(C#N)=CC=4)=[N:17][CH:16]=3)[CH:12]=[CH:11][CH:10]=2)[CH:3]=1.CC1C=C[N:34]=[C:33](NC2C=CC=C(C3OC=NC=3)N=2)C=1.BrC1C=NC=CC=1.O(C(C)(C)C)[Li]. (3) Given the product [CH3:20][O:19][C:17](=[O:18])[CH2:16][C:15]1[C:6]2[C:7]([C:9]([F:12])([F:11])[F:10])=[CH:8][C:3]([O:2][CH3:1])=[CH:4][C:5]=2[S:13][CH:14]=1, predict the reactants needed to synthesize it. The reactants are: [CH3:1][O:2][C:3]1[CH:4]=[C:5]([S:13][CH2:14][C:15](=O)[CH2:16][C:17]([O:19][CH3:20])=[O:18])[CH:6]=[C:7]([C:9]([F:12])([F:11])[F:10])[CH:8]=1.CS(O)(=O)=O.O=P12OP3(OP(OP(O3)(O1)=O)(=O)O2)=O. (4) Given the product [CH3:1][C:2]1[C:6]([CH2:7][N:8]2[CH:12]=[C:11]([N:13]3[C:17](=[O:18])[CH2:16][N:15]([CH2:22][C:23]4[CH:28]=[CH:27][CH:26]=[CH:25][C:24]=4[F:29])[C:14]3=[O:19])[CH:10]=[N:9]2)=[C:5]([CH3:20])[O:4][N:3]=1, predict the reactants needed to synthesize it. The reactants are: [CH3:1][C:2]1[C:6]([CH2:7][N:8]2[CH:12]=[C:11]([N:13]3[C:17](=[O:18])[CH2:16][NH:15][C:14]3=[O:19])[CH:10]=[N:9]2)=[C:5]([CH3:20])[O:4][N:3]=1.Br[CH2:22][C:23]1[CH:28]=[CH:27][CH:26]=[CH:25][C:24]=1[F:29]. (5) Given the product [Cl:28][CH2:27][C:26](=[CH2:1])[CH2:24][CH2:25][CH:18]([C:15]1[CH:14]=[CH:13][C:12]([F:11])=[CH:17][CH:16]=1)[C:19]([OH:21])=[O:20], predict the reactants needed to synthesize it. The reactants are: [CH3:1][Si]([N-][Si](C)(C)C)(C)C.[Na+].[F:11][C:12]1[CH:17]=[CH:16][C:15]([CH2:18][C:19]([OH:21])=[O:20])=[CH:14][CH:13]=1.BrC[C:24]([CH2:26][CH2:27][Cl:28])=[CH2:25]. (6) Given the product [CH2:27]([C:7]1[CH:6]=[C:5]([C:1]([CH3:4])([CH3:3])[CH3:2])[CH:10]=[C:9]([C:11]([CH3:14])([CH3:13])[CH3:12])[CH:8]=1)[CH:26]=[CH2:25], predict the reactants needed to synthesize it. The reactants are: [C:1]([C:5]1[CH:6]=[C:7](B(O)O)[CH:8]=[C:9]([C:11]([CH3:14])([CH3:13])[CH3:12])[CH:10]=1)([CH3:4])([CH3:3])[CH3:2].C([O-])([O-])=O.[K+].[K+].Br[CH2:25][CH:26]=[CH2:27].